Dataset: Catalyst prediction with 721,799 reactions and 888 catalyst types from USPTO. Task: Predict which catalyst facilitates the given reaction. (1) Reactant: [NH:1]1[CH2:6][CH2:5][NH:4][CH2:3][CH2:2]1.C(=O)([O-])[O-].[K+].[K+].Br[C:14]1[CH:19]=[CH:18][C:17]([N+:20]([O-:22])=[O:21])=[CH:16][N:15]=1.O. Product: [N+:20]([C:17]1[CH:18]=[CH:19][C:14]([N:1]2[CH2:6][CH2:5][NH:4][CH2:3][CH2:2]2)=[N:15][CH:16]=1)([O-:22])=[O:21]. The catalyst class is: 3. (2) Reactant: Cl.[F:2][C:3]1([F:13])[CH2:7][NH:6][C@@H:5]([CH2:8][CH2:9][C:10]([OH:12])=[O:11])[CH2:4]1.Br[CH2:15][C:16]1[NH:21][C:20]([C:22]2[S:23][CH:24]=[CH:25][N:26]=2)=[N:19][C@@H:18]([C:27]2[CH:32]=[CH:31][C:30]([F:33])=[CH:29][C:28]=2[Cl:34])[C:17]=1[C:35]([O:37][CH3:38])=[O:36].C(=O)([O-])[O-].[K+].[K+]. Product: [Cl:34][C:28]1[CH:29]=[C:30]([F:33])[CH:31]=[CH:32][C:27]=1[C@@H:18]1[N:19]=[C:20]([C:22]2[S:23][CH:24]=[CH:25][N:26]=2)[NH:21][C:16]([CH2:15][N:6]2[CH2:7][C:3]([F:2])([F:13])[CH2:4][C@@H:5]2[CH2:8][CH2:9][C:10]([OH:12])=[O:11])=[C:17]1[C:35]([O:37][CH3:38])=[O:36]. The catalyst class is: 8. (3) The catalyst class is: 5. Reactant: [OH-].[K+].[Cl:3][C:4]1[CH:9]=[CH:8][C:7]([C:10]2[S:11][C:12]([C:16]([NH:18][CH2:19][CH:20]3[CH2:25][CH2:24][CH2:23][N:22]([C:26]4[CH:31]=[CH:30][CH:29]=[CH:28][C:27]=4[CH2:32][C:33]([O:35]C)=[O:34])[CH2:21]3)=[O:17])=[C:13]([CH3:15])[N:14]=2)=[CH:6][CH:5]=1. Product: [Cl:3][C:4]1[CH:9]=[CH:8][C:7]([C:10]2[S:11][C:12]([C:16]([NH:18][CH2:19][CH:20]3[CH2:25][CH2:24][CH2:23][N:22]([C:26]4[CH:31]=[CH:30][CH:29]=[CH:28][C:27]=4[CH2:32][C:33]([OH:35])=[O:34])[CH2:21]3)=[O:17])=[C:13]([CH3:15])[N:14]=2)=[CH:6][CH:5]=1. (4) Reactant: Cl.[CH3:2][O:3][C:4]1[CH:5]=[C:6]2[C:11](=[CH:12][CH:13]=1)[N:10]=[CH:9][N:8]=[C:7]2[NH:14][C:15]1[CH:20]=[CH:19][C:18]([O:21][CH:22]2[CH2:27][CH2:26][NH:25][CH2:24][CH2:23]2)=[C:17]([CH3:28])[CH:16]=1.C(N(CC)CC)C.[CH:36]1([N:41]=[C:42]=[O:43])[CH2:40][CH2:39][CH2:38][CH2:37]1. Product: [CH:36]1([NH:41][C:42]([N:25]2[CH2:26][CH2:27][CH:22]([O:21][C:18]3[CH:19]=[CH:20][C:15]([NH:14][C:7]4[C:6]5[C:11](=[CH:12][CH:13]=[C:4]([O:3][CH3:2])[CH:5]=5)[N:10]=[CH:9][N:8]=4)=[CH:16][C:17]=3[CH3:28])[CH2:23][CH2:24]2)=[O:43])[CH2:40][CH2:39][CH2:38][CH2:37]1. The catalyst class is: 9. (5) Reactant: [Br:1][C:2]1[C:7]([F:8])=[CH:6][C:5]([OH:9])=[C:4]([O:10][CH3:11])[CH:3]=1.Cl.Cl[CH2:14][C:15]1[CH:16]=[CH:17][C:18]([O:21][CH3:22])=[N:19][CH:20]=1.C(=O)([O-])[O-].[K+].[K+]. Product: [Br:1][C:2]1[C:7]([F:8])=[CH:6][C:5]([O:9][CH2:14][C:15]2[CH:16]=[CH:17][C:18]([O:21][CH3:22])=[N:19][CH:20]=2)=[C:4]([O:10][CH3:11])[CH:3]=1. The catalyst class is: 35. (6) Reactant: [O-]P([O-])([O-])=O.[K+].[K+].[K+].Cl[C:10]1[C:19]2[C:14](=[CH:15][CH:16]=[CH:17][CH:18]=2)[N:13]=[CH:12][C:11]=1[CH:20]([N:22]1[C:30](=[O:31])[C:29]2[C:24](=[CH:25][CH:26]=[CH:27][CH:28]=2)[C:23]1=[O:32])[CH3:21].[F:33][C:34]1[CH:39]=[CH:38][C:37](B(O)O)=[CH:36][CH:35]=1.COC1C=CC=C(OC)C=1C1C=CC=CC=1P(C1CCCCC1)C1CCCCC1. Product: [F:33][C:34]1[CH:39]=[CH:38][C:37]([C:10]2[C:19]3[C:14](=[CH:15][CH:16]=[CH:17][CH:18]=3)[N:13]=[CH:12][C:11]=2[CH:20]([N:22]2[C:30](=[O:31])[C:29]3[C:24](=[CH:25][CH:26]=[CH:27][CH:28]=3)[C:23]2=[O:32])[CH3:21])=[CH:36][CH:35]=1. The catalyst class is: 167. (7) Reactant: Cl[C:2]1[C:11]2[N:12]=[CH:13][N:14]([CH2:15][CH:16]([CH3:18])[CH3:17])[C:10]=2[C:9]2[CH:8]=[CH:7][CH:6]=[CH:5][C:4]=2[N:3]=1.[NH2:19][NH2:20].C(O)(=O)C. Product: [NH:19]([C:2]1[C:11]2[N:12]=[CH:13][N:14]([CH2:15][CH:16]([CH3:18])[CH3:17])[C:10]=2[C:9]2[CH:8]=[CH:7][CH:6]=[CH:5][C:4]=2[N:3]=1)[NH2:20]. The catalyst class is: 6. (8) Reactant: [NH:1]1[C:9]2[C:4](=[C:5]([CH:10]=[CH:11][C:12]([O:14][CH3:15])=[O:13])[CH:6]=[CH:7][CH:8]=2)[CH:3]=[CH:2]1. Product: [NH:1]1[C:9]2[C:4](=[C:5]([CH2:10][CH2:11][C:12]([O:14][CH3:15])=[O:13])[CH:6]=[CH:7][CH:8]=2)[CH:3]=[CH:2]1. The catalyst class is: 19.